This data is from Forward reaction prediction with 1.9M reactions from USPTO patents (1976-2016). The task is: Predict the product of the given reaction. Given the reactants Br[C:2]1[S:3][C:4]2[CH2:5][C:6]3[C:12]([C:13]4[CH:18]=[CH:17][C:16]([O:19][CH3:20])=[CH:15][CH:14]=4)=[N:11][N:10]([CH2:21][O:22][CH2:23][CH2:24][Si:25]([CH3:28])([CH3:27])[CH3:26])[C:7]=3[C:8]=2[CH:9]=1.CC1(C)C(C)(C)OB([C:37]2[CH:38]=[C:39]([NH2:43])[CH:40]=[N:41][CH:42]=2)O1.C([O-])([O-])=O.[Na+].[Na+], predict the reaction product. The product is: [CH3:20][O:19][C:16]1[CH:15]=[CH:14][C:13]([C:12]2[C:6]3[CH2:5][C:4]4[S:3][C:2]([C:37]5[CH:38]=[C:39]([NH2:43])[CH:40]=[N:41][CH:42]=5)=[CH:9][C:8]=4[C:7]=3[N:10]([CH2:21][O:22][CH2:23][CH2:24][Si:25]([CH3:26])([CH3:27])[CH3:28])[N:11]=2)=[CH:18][CH:17]=1.